This data is from Forward reaction prediction with 1.9M reactions from USPTO patents (1976-2016). The task is: Predict the product of the given reaction. (1) Given the reactants Cl.[O:2]=[C:3]1[C:8]([C:9]([O:11][CH3:12])=[O:10])=[CH:7][CH:6]=[CH:5][NH:4]1.[H-].[Na+].[Br:15][C:16]1[CH:23]=[CH:22][CH:21]=[CH:20][C:17]=1[CH2:18]Br, predict the reaction product. The product is: [Br:15][C:16]1[CH:23]=[CH:22][CH:21]=[CH:20][C:17]=1[CH2:18][N:4]1[CH:5]=[CH:6][CH:7]=[C:8]([C:9]([O:11][CH3:12])=[O:10])[C:3]1=[O:2]. (2) Given the reactants [NH2:1][C:2]([CH3:23])([CH3:22])[CH:3]([NH:11][C:12](=[O:21])[C:13]1[C:18]([CH3:19])=[CH:17][CH:16]=[CH:15][C:14]=1[CH3:20])[C:4]1[CH:9]=[CH:8][CH:7]=[CH:6][C:5]=1[F:10].Br[CH2:25][CH2:26][CH2:27][CH2:28]Br.[C:30](=O)([O-:32])[O-:31].[K+].[K+], predict the reaction product. The product is: [CH:30]([OH:32])=[O:31].[F:10][C:5]1[CH:6]=[CH:7][CH:8]=[CH:9][C:4]=1[CH:3]([NH:11][C:12](=[O:21])[C:13]1[C:14]([CH3:20])=[CH:15][CH:16]=[CH:17][C:18]=1[CH3:19])[C:2]([CH3:23])([N:1]1[CH2:28][CH2:27][CH2:26][CH2:25]1)[CH3:22]. (3) Given the reactants [CH3:1][O:2][CH2:3][CH2:4][O:5][CH2:6][CH2:7][N:8]1[C:16]2[C:11](=[CH:12][C:13]([N+:17]([O-])=O)=[CH:14][CH:15]=2)[C:10](=[O:20])[NH:9]1.[H][H].[CH2:23]([C:25]1[CH:30]=[CH:29][CH:28]=[CH:27][C:26]=1[N:31]=[C:32]=[O:33])[CH3:24].P([O-])([O-])([O-])=O, predict the reaction product. The product is: [CH2:23]([C:25]1[CH:30]=[CH:29][CH:28]=[CH:27][C:26]=1[NH:31][C:32]([NH:17][C:13]1[CH:12]=[C:11]2[C:16](=[CH:15][CH:14]=1)[N:8]([CH2:7][CH2:6][O:5][CH2:4][CH2:3][O:2][CH3:1])[NH:9][C:10]2=[O:20])=[O:33])[CH3:24]. (4) Given the reactants [Cl:1][C:2]1[CH:3]=[C:4]([NH:15][C:16]2[C:25]3[C:20](=[CH:21][C:22]([C:26]([CH3:41])=[CH:27][CH2:28][CH2:29][O:30][S:31]([C:34]4[CH:39]=[CH:38][C:37]([CH3:40])=[CH:36][CH:35]=4)(=[O:33])=[O:32])=[CH:23][CH:24]=3)[N:19]=[CH:18][C:17]=2[C:42]#[N:43])[CH:5]=[CH:6][C:7]=1[S:8][C:9]1[N:10]([CH3:14])[CH:11]=[CH:12][N:13]=1.N1CCCC1.BrC1C=C2C([C:54]([NH:62][C:63]3[CH:68]=[CH:67][C:66](SC4N(C)C=CN=4)=C(Cl)C=3)=[C:55](C#N)C=N2)=CC=1, predict the reaction product. The product is: [Cl:1][C:2]1[CH:3]=[C:4]([NH:15][C:16]2[C:25]3[C:20](=[CH:21][C:22](/[CH:26]=[CH:27]/[CH2:28][CH2:55][CH2:54][N:62]4[CH2:63][CH2:68][CH2:67][CH2:66]4)=[CH:23][CH:24]=3)[N:19]=[CH:18][C:17]=2[C:42]#[N:43])[CH:5]=[CH:6][C:7]=1[S:8][C:9]1[N:10]([CH3:14])[CH:11]=[CH:12][N:13]=1.[Cl:1][C:2]1[CH:3]=[C:4]([NH:15][C:16]2[C:25]3[C:20](=[CH:21][C:22]([C:26]([CH3:41])=[CH:27][CH2:28][CH2:29][O:30][S:31]([C:34]4[CH:35]=[CH:36][C:37]([CH3:40])=[CH:38][CH:39]=4)(=[O:33])=[O:32])=[CH:23][CH:24]=3)[N:19]=[CH:18][C:17]=2[C:42]#[N:43])[CH:5]=[CH:6][C:7]=1[S:8][C:9]1[N:10]([CH3:14])[CH:11]=[CH:12][N:13]=1.